From a dataset of Full USPTO retrosynthesis dataset with 1.9M reactions from patents (1976-2016). Predict the reactants needed to synthesize the given product. (1) Given the product [C:25]([C:18]1[CH:19]=[C:20]([CH2:23][CH3:24])[CH:21]=[CH:22][C:17]=1[O:16][CH2:15][CH2:14][CH:13]([CH2:33][CH3:34])[O:12][C:9]1[CH:10]=[CH:11][C:6]([CH2:5][CH2:4][C:3]([OH:36])=[O:2])=[C:7]([CH3:35])[CH:8]=1)(=[O:32])[C:26]1[CH:27]=[CH:28][CH:29]=[CH:30][CH:31]=1, predict the reactants needed to synthesize it. The reactants are: C[O:2][C:3](=[O:36])[CH2:4][CH2:5][C:6]1[CH:11]=[CH:10][C:9]([O:12][CH:13]([CH2:33][CH3:34])[CH2:14][CH2:15][O:16][C:17]2[CH:22]=[CH:21][C:20]([CH2:23][CH3:24])=[CH:19][C:18]=2[C:25](=[O:32])[C:26]2[CH:31]=[CH:30][CH:29]=[CH:28][CH:27]=2)=[CH:8][C:7]=1[CH3:35].[OH-].[Na+]. (2) Given the product [C:1]([O:5][C:6](=[O:16])[NH:7][CH2:8][C:9]1[S:26][C:13]([CH3:14])=[N:12][N:11]=1)([CH3:4])([CH3:3])[CH3:2], predict the reactants needed to synthesize it. The reactants are: [C:1]([O:5][C:6](=[O:16])[NH:7][CH2:8][C:9]([NH:11][NH:12][C:13](=O)[CH3:14])=O)([CH3:4])([CH3:3])[CH3:2].COC1C=CC(P2(SP(C3C=CC(OC)=CC=3)(=S)S2)=[S:26])=CC=1.